From a dataset of Full USPTO retrosynthesis dataset with 1.9M reactions from patents (1976-2016). Predict the reactants needed to synthesize the given product. (1) Given the product [Cl:1][C:2]1[CH:7]=[CH:6][C:5]([O:8][C:9]2[CH:10]=[CH:11][C:12]([CH2:15][CH2:16][O:17][C:18]3[N:19]([CH3:31])[CH:20]=[C:21]([CH2:25][CH3:26])[C:22](=[O:24])[N:23]=3)=[CH:13][CH:14]=2)=[CH:4][C:3]=1[C:27]([F:28])([F:30])[F:29], predict the reactants needed to synthesize it. The reactants are: [Cl:1][C:2]1[CH:7]=[CH:6][C:5]([O:8][C:9]2[CH:14]=[CH:13][C:12]([CH2:15][CH2:16][O:17][C:18]3[NH:19][CH:20]=[C:21]([CH2:25][CH3:26])[C:22](=[O:24])[N:23]=3)=[CH:11][CH:10]=2)=[CH:4][C:3]=1[C:27]([F:30])([F:29])[F:28].[CH3:31]CN(C(C)C)C(C)C.CI. (2) Given the product [CH3:14][N:15](/[CH:17]=[C:6]1/[CH2:5][N:4]([C:7]([O:9][C:10]([CH3:13])([CH3:12])[CH3:11])=[O:8])[CH2:3][C:2]/1=[O:1])[CH3:16], predict the reactants needed to synthesize it. The reactants are: [O:1]=[C:2]1[CH2:6][CH2:5][N:4]([C:7]([O:9][C:10]([CH3:13])([CH3:12])[CH3:11])=[O:8])[CH2:3]1.[CH3:14][N:15]([CH:17](OC)OC)[CH3:16]. (3) Given the product [O:23]=[C:22]1[C:21]2[C:16](=[CH:17][CH:18]=[CH:19][CH:20]=2)[C:14](=[O:15])[N:13]1[CH2:12][C:9]1[CH:8]=[CH:7][C:6]([S:2]([Cl:1])(=[O:5])=[O:3])=[CH:11][CH:10]=1, predict the reactants needed to synthesize it. The reactants are: [Cl:1][S:2]([OH:5])(=O)=[O:3].[CH:6]1[CH:11]=[CH:10][C:9]([CH2:12][N:13]2[C:22](=[O:23])[C:21]3[C:16](=[CH:17][CH:18]=[CH:19][CH:20]=3)[C:14]2=[O:15])=[CH:8][CH:7]=1. (4) Given the product [CH3:1][N:2]1[C:8](=[O:9])[C:7]2[CH:10]=[C:11]([N:20]([CH3:19])[CH3:22])[CH:12]=[CH:13][C:6]=2[NH:5][C:4](=[O:15])[CH2:3]1, predict the reactants needed to synthesize it. The reactants are: [CH3:1][N:2]1[C:8](=[O:9])[C:7]2[CH:10]=[C:11](N)[CH:12]=[CH:13][C:6]=2[NH:5][C:4](=[O:15])[CH2:3]1.C=O.[BH3-][C:19]#[N:20].[Na+].[C:22](O)(=O)C. (5) Given the product [CH:11]1([N:8]2[C:9]3[C:5](=[CH:4][C:3]([F:18])=[C:2]([CH3:19])[CH:10]=3)[C:6]([C:16]#[N:17])=[CH:7]2)[CH2:15][CH2:14][CH2:13][CH2:12]1, predict the reactants needed to synthesize it. The reactants are: Br[C:2]1[CH:10]=[C:9]2[C:5]([C:6]([C:16]#[N:17])=[CH:7][N:8]2[CH:11]2[CH2:15][CH2:14][CH2:13][CH2:12]2)=[CH:4][C:3]=1[F:18].[CH3:19][Zn]C.C1(C)C=CC=CC=1. (6) Given the product [ClH:57].[ClH:57].[F:48][C:44]1([F:47])[CH2:45][CH2:46][CH:41]([C@H:13]([NH:12][C:10](=[O:11])[C@H:9]([CH3:49])[NH:7][CH3:6])[C:14]([N:16]2[C@H:21]([C:22]([NH:23][C@H:24]3[C:33]4[C:28](=[CH:29][CH:30]=[CH:31][CH:32]=4)[O:27][CH2:26][CH2:25]3)=[O:34])[CH2:20][N:19]3[CH2:35][C@H:36]([O:38][CH2:39][CH3:40])[CH2:37][C@@H:18]3[CH2:17]2)=[O:15])[CH2:42][CH2:43]1, predict the reactants needed to synthesize it. The reactants are: C(O[C:6](=O)[N:7]([C@@H:9]([CH3:49])[C:10]([NH:12][C@@H:13]([CH:41]1[CH2:46][CH2:45][C:44]([F:48])([F:47])[CH2:43][CH2:42]1)[C:14]([N:16]1[C@H:21]([C:22](=[O:34])[NH:23][C@H:24]2[C:33]3[C:28](=[CH:29][CH:30]=[CH:31][CH:32]=3)[O:27][CH2:26][CH2:25]2)[CH2:20][N:19]2[CH2:35][C@H:36]([O:38][CH2:39][CH3:40])[CH2:37][C@@H:18]2[CH2:17]1)=[O:15])=[O:11])C)(C)(C)C.C(OCC)(=O)C.[ClH:57]. (7) Given the product [Cl:23][C:24]1[CH:29]=[CH:28][C:27]([Cl:30])=[CH:26][C:25]=1[CH:31]1[CH2:36][C:35](=[O:37])[N:34]([CH2:38][C:39]([OH:41])=[O:40])[C:33]2[CH2:46][CH2:47][C:48](=[O:49])[C:32]1=2, predict the reactants needed to synthesize it. The reactants are: [N+]([O-])([O-])=O.[Ce+4].[NH4+].[N+]([O-])([O-])=O.[N+]([O-])([O-])=O.[N+]([O-])([O-])=O.[N+]([O-])([O-])=O.[Cl:23][C:24]1[CH:29]=[CH:28][C:27]([Cl:30])=[CH:26][C:25]=1[CH:31]1[CH2:36][C:35](=[O:37])[N:34]([CH2:38][C:39]([O:41]C(C)(C)C)=[O:40])[C:33]2[CH2:46][CH2:47][C:48](=[O:49])[C:32]1=2. (8) Given the product [OH:2][C:3]1[CH:4]=[C:5]2[C:9](=[CH:10][CH:11]=1)[NH:8][C:7](=[O:12])[C:6]2=[CH:13][C:14]1[NH:15][CH:16]=[CH:17][CH:18]=1, predict the reactants needed to synthesize it. The reactants are: C[O:2][C:3]1[CH:4]=[C:5]2[C:9](=[CH:10][CH:11]=1)[NH:8][C:7](=[O:12])[C:6]2=[CH:13][C:14]1[NH:15][CH:16]=[CH:17][CH:18]=1.B(Br)(Br)Br. (9) Given the product [F:15][C:16]1([F:22])[CH2:20][N:19]([C:11]([C:9]2[N:10]=[C:6]([C:4]([O:3][CH2:1][CH3:2])=[O:5])[S:7][CH:8]=2)=[O:13])[C@@H:18]([CH3:21])[CH2:17]1, predict the reactants needed to synthesize it. The reactants are: [CH2:1]([O:3][C:4]([C:6]1[S:7][CH:8]=[C:9]([C:11]([OH:13])=O)[N:10]=1)=[O:5])[CH3:2].Cl.[F:15][C:16]1([F:22])[CH2:20][NH:19][C@@H:18]([CH3:21])[CH2:17]1.CN(C(ON1N=NC2C=CC=NC1=2)=[N+](C)C)C.F[P-](F)(F)(F)(F)F.O.